Task: Regression. Given two drug SMILES strings and cell line genomic features, predict the synergy score measuring deviation from expected non-interaction effect.. Dataset: NCI-60 drug combinations with 297,098 pairs across 59 cell lines Drug 1: C1CNP(=O)(OC1)N(CCCl)CCCl. Drug 2: C1CN(P(=O)(OC1)NCCCl)CCCl. Cell line: DU-145. Synergy scores: CSS=0.0605, Synergy_ZIP=0.852, Synergy_Bliss=3.00, Synergy_Loewe=4.46, Synergy_HSA=0.435.